This data is from Full USPTO retrosynthesis dataset with 1.9M reactions from patents (1976-2016). The task is: Predict the reactants needed to synthesize the given product. (1) Given the product [NH2:12][CH2:13][CH2:14][NH:15][C:7](=[O:8])[C:6]1[CH:10]=[CH:11][C:3]([O:2][CH3:1])=[CH:4][CH:5]=1, predict the reactants needed to synthesize it. The reactants are: [CH3:1][O:2][C:3]1[CH:11]=[CH:10][C:6]([C:7](Cl)=[O:8])=[CH:5][CH:4]=1.[NH2:12][CH2:13][CH2:14][NH2:15]. (2) Given the product [Br:1][C:2]1[CH:3]=[CH:4][C:5]2[C:6](=[C:48]3[CH2:49][CH2:50][N:45]([C:43](=[O:44])[C:42]([F:41])([F:52])[F:53])[CH2:46][CH2:47]3)[C:7]3[C:12]([S:13][C:14]=2[CH:15]=1)=[C:11]([O:16][CH3:17])[CH:10]=[CH:9][CH:8]=3, predict the reactants needed to synthesize it. The reactants are: [Br:1][C:2]1[CH:3]=[CH:4][C:5]2[C:6](=O)[C:7]3[C:12]([S:13][C:14]=2[CH:15]=1)=[C:11]([O:16][CH3:17])[CH:10]=[CH:9][CH:8]=3.C(N(CC)C(C1C=CC2C(=O)C3C(OC=2C=1)=CC=CC=3)=O)C.[F:41][C:42]([F:53])([F:52])[C:43]([N:45]1[CH2:50][CH2:49][C:48](=O)[CH2:47][CH2:46]1)=[O:44].C(OC(N1CCC(=O)CC1)=O)(C)(C)C. (3) Given the product [Cl:23][C:24]1[CH:25]=[C:26]([CH:27]=[CH:28][CH:29]=1)[NH:30][C:31]([O:1][CH2:2][CH2:3][C:4]1[CH:5]=[C:6]([CH2:12][CH:13]([O:19][CH:20]([CH3:21])[CH3:22])[C:14]([OH:16])=[O:15])[CH:7]=[CH:8][C:9]=1[O:10][CH3:11])=[O:32], predict the reactants needed to synthesize it. The reactants are: [OH:1][CH2:2][CH2:3][C:4]1[CH:5]=[C:6]([CH2:12][CH:13]([O:19][CH:20]([CH3:22])[CH3:21])[C:14]([O:16]CC)=[O:15])[CH:7]=[CH:8][C:9]=1[O:10][CH3:11].[Cl:23][C:24]1[CH:25]=[C:26]([N:30]=[C:31]=[O:32])[CH:27]=[CH:28][CH:29]=1.